From a dataset of Catalyst prediction with 721,799 reactions and 888 catalyst types from USPTO. Predict which catalyst facilitates the given reaction. Reactant: [C:1]([O:5][C:6]([N:8]1[CH2:17][CH2:16][C:15]2[C@:10]([CH2:28][OH:29])([CH2:11][C:12]3[CH:20]=[N:19][N:18]([C:21]4[CH:26]=[CH:25][C:24]([F:27])=[CH:23][CH:22]=4)[C:13]=3[CH:14]=2)[CH2:9]1)=[O:7])([CH3:4])([CH3:3])[CH3:2].[H-].[Na+].I[CH2:33][CH3:34]. Product: [C:1]([O:5][C:6]([N:8]1[CH2:17][CH2:16][C:15]2[C@:10]([CH2:28][O:29][CH2:33][CH3:34])([CH2:11][C:12]3[CH:20]=[N:19][N:18]([C:21]4[CH:26]=[CH:25][C:24]([F:27])=[CH:23][CH:22]=4)[C:13]=3[CH:14]=2)[CH2:9]1)=[O:7])([CH3:4])([CH3:3])[CH3:2]. The catalyst class is: 54.